From a dataset of Full USPTO retrosynthesis dataset with 1.9M reactions from patents (1976-2016). Predict the reactants needed to synthesize the given product. (1) Given the product [CH2:1]([C:3]1[CH:8]=[CH:7][N:6]2[CH:11]=[CH:12][N:9]=[C:5]2[CH:4]=1)[CH3:2], predict the reactants needed to synthesize it. The reactants are: [CH2:1]([C:3]1[CH:8]=[CH:7][N:6]=[C:5]([NH2:9])[CH:4]=1)[CH3:2].Cl[CH2:11][CH:12]=O. (2) Given the product [CH3:52][O:51][C:45]1[CH:46]=[C:47]([O:49][CH3:50])[CH:48]=[C:40]2[C:41]=1[C:42](=[O:43])[NH:44][C:1]([C:3]1[CH:4]=[CH:5][C:6]([CH2:7][N:8]3[CH2:13][CH2:12][CH:11]([N:14]([CH:18]([CH3:19])[CH3:20])[C:15](=[O:17])[CH3:16])[CH2:10][CH2:9]3)=[CH:21][CH:22]=1)=[N:39]2, predict the reactants needed to synthesize it. The reactants are: [CH:1]([C:3]1[CH:22]=[CH:21][C:6]([CH2:7][N:8]2[CH2:13][CH2:12][CH:11]([N:14]([CH:18]([CH3:20])[CH3:19])[C:15](=[O:17])[CH3:16])[CH2:10][CH2:9]2)=[CH:5][CH:4]=1)=O.OS([O-])=O.[Na+].CC1C=CC(S(O)(=O)=O)=CC=1.[NH2:39][C:40]1[CH:48]=[C:47]([O:49][CH3:50])[CH:46]=[C:45]([O:51][CH3:52])[C:41]=1[C:42]([NH2:44])=[O:43]. (3) Given the product [F:17][C:3]1[C:2]([OH:1])=[CH:11][CH:10]=[C:9]2[C:4]=1[CH:5]=[CH:6][CH:7]=[C:8]2[C:12]([O:14][CH3:15])=[O:13], predict the reactants needed to synthesize it. The reactants are: [OH:1][C:2]1[CH:3]=[C:4]2[C:9](=[CH:10][CH:11]=1)[C:8]([C:12]([O:14][CH3:15])=[O:13])=[CH:7][CH:6]=[CH:5]2.[B-](F)(F)(F)[F:17].[B-](F)(F)(F)F.C1[N+]2(CCl)CC[N+](F)(CC2)C1. (4) Given the product [C:1]([O:5][C:6]([N:8]1[CH2:13][CH2:12][CH:11]([N:14]([C:15]2[CH:16]=[CH:17][C:18]([C:21]([F:24])([F:22])[F:23])=[CH:19][CH:20]=2)[CH2:26][C:27]2[CH:32]=[CH:31][N:30]=[C:29]([C:33]3[CH:38]=[C:37]([O:39][CH3:40])[C:36]([O:41][CH3:42])=[C:35]([O:43][CH3:44])[CH:34]=3)[CH:28]=2)[CH2:10][CH2:9]1)=[O:7])([CH3:4])([CH3:2])[CH3:3], predict the reactants needed to synthesize it. The reactants are: [C:1]([O:5][C:6]([N:8]1[CH2:13][CH2:12][CH:11]([NH:14][C:15]2[CH:20]=[CH:19][C:18]([C:21]([F:24])([F:23])[F:22])=[CH:17][CH:16]=2)[CH2:10][CH2:9]1)=[O:7])([CH3:4])([CH3:3])[CH3:2].Cl[CH2:26][C:27]1[CH:32]=[CH:31][N:30]=[C:29]([C:33]2[CH:38]=[C:37]([O:39][CH3:40])[C:36]([O:41][CH3:42])=[C:35]([O:43][CH3:44])[CH:34]=2)[CH:28]=1. (5) Given the product [CH3:1][NH:2][C@@H:3]1[C:8]2[CH:9]=[CH:10][CH:11]=[CH:12][C:7]=2[C@H:6]([C:13]2[CH:14]=[CH:15][C:16]([Cl:20])=[C:17]([Cl:19])[CH:18]=2)[CH2:5][CH2:4]1.[ClH:19], predict the reactants needed to synthesize it. The reactants are: [CH3:1][NH:2][C@@H:3]1[C:8]2[CH:9]=[CH:10][CH:11]=[CH:12][C:7]=2[C@H:6]([C:13]2[CH:14]=[CH:15][C:16]([Cl:20])=[C:17]([Cl:19])[CH:18]=2)[CH2:5][CH2:4]1. (6) Given the product [Br:13][C:14]1[CH:19]=[CH:18][C:17]([NH:20][C:21]2[C:22]([CH:32]([C:2]3[CH:7]=[CH:6][CH:5]=[CH:4][N:3]=3)[OH:33])=[CH:23][C:24]3[N:28]([CH3:29])[CH:27]=[N:26][C:25]=3[C:30]=2[F:31])=[C:16]([Cl:34])[CH:15]=1, predict the reactants needed to synthesize it. The reactants are: Br[C:2]1[CH:7]=[CH:6][CH:5]=[CH:4][N:3]=1.[Li]CCCC.[Br:13][C:14]1[CH:19]=[CH:18][C:17]([NH:20][C:21]2[C:22]([CH:32]=[O:33])=[CH:23][C:24]3[N:28]([CH3:29])[CH:27]=[N:26][C:25]=3[C:30]=2[F:31])=[C:16]([Cl:34])[CH:15]=1.